From a dataset of Peptide-MHC class II binding affinity with 134,281 pairs from IEDB. Regression. Given a peptide amino acid sequence and an MHC pseudo amino acid sequence, predict their binding affinity value. This is MHC class II binding data. The peptide sequence is IHAVPFGLVSMMIAMKK. The MHC is HLA-DQA10303-DQB10402 with pseudo-sequence HLA-DQA10303-DQB10402. The binding affinity (normalized) is 0.